This data is from Full USPTO retrosynthesis dataset with 1.9M reactions from patents (1976-2016). The task is: Predict the reactants needed to synthesize the given product. (1) Given the product [Br:1][C:2]1[CH:7]=[C:6]([F:8])[CH:5]=[CH:4][C:3]=1[CH:9]1[C:14]([C:15]([O:17][CH2:18][CH3:19])=[O:16])=[C:13]([CH2:20][N:28]2[CH2:33][CH2:32][O:31][C@H:30]([C:34]([OH:37])([CH3:36])[CH3:35])[CH2:29]2)[NH:12][C:11]([C:22]2[N:26]=[CH:25][NH:24][N:23]=2)=[N:10]1, predict the reactants needed to synthesize it. The reactants are: [Br:1][C:2]1[CH:7]=[C:6]([F:8])[CH:5]=[CH:4][C:3]=1[CH:9]1[C:14]([C:15]([O:17][CH2:18][CH3:19])=[O:16])=[C:13]([CH2:20]Br)[NH:12][C:11]([C:22]2[N:26]=[CH:25][NH:24][N:23]=2)=[N:10]1.Cl.[NH:28]1[CH2:33][CH2:32][O:31][C@H:30]([C:34]([OH:37])([CH3:36])[CH3:35])[CH2:29]1. (2) Given the product [Cl:1][C:2]1[CH:10]=[C:9]2[C:5]([C:6]([CH2:12][C:13]3[CH:18]=[CH:17][C:16]([F:19])=[C:15]([C:20]([N:22]4[CH2:27][CH2:26][CH:25]([O:28][CH3:29])[CH2:24][CH2:23]4)=[O:21])[CH:14]=3)=[N:36][NH:37][C:8]2=[O:7])=[CH:4][CH:3]=1, predict the reactants needed to synthesize it. The reactants are: [Cl:1][C:2]1[CH:10]=[C:9]2[C:5](/[C:6](=[CH:12]/[C:13]3[CH:18]=[CH:17][C:16]([F:19])=[C:15]([C:20]([N:22]4[CH2:27][CH2:26][CH:25]([O:28][CH3:29])[CH2:24][CH2:23]4)=[O:21])[CH:14]=3)/[O:7][C:8]2=O)=[CH:4][CH:3]=1.CN(C)C=O.O.[NH2:36][NH2:37].